Dataset: Retrosynthesis with 50K atom-mapped reactions and 10 reaction types from USPTO. Task: Predict the reactants needed to synthesize the given product. The reactants are: COc1ccccc1N.O=C(Cl)CN1C(=O)C(c2ccc(C(F)(F)F)cc2)=NC12CCCCC2. Given the product COc1ccccc1NC(=O)CN1C(=O)C(c2ccc(C(F)(F)F)cc2)=NC12CCCCC2, predict the reactants needed to synthesize it.